From a dataset of Catalyst prediction with 721,799 reactions and 888 catalyst types from USPTO. Predict which catalyst facilitates the given reaction. (1) Reactant: [NH2:1][C:2]([CH3:53])([CH3:52])[CH2:3][CH2:4][CH2:5][O:6][C:7]1[CH:8]=[C:9]2[C:13](=[CH:14][CH:15]=1)[N:12]([CH3:16])[N:11]=[C:10]2[C:17]1[N:22]=[C:21]2[C:23]([C:45]([NH:47][C:48]([CH3:51])([CH3:50])[CH3:49])=[O:46])=[CH:24][N:25](C(C3C=CC=CC=3)(C3C=CC=CC=3)C3C=CC=CC=3)[C:20]2=[N:19][CH:18]=1.[F:54][C:55]([F:60])([F:59])[C:56]([OH:58])=[O:57]. Product: [F:54][C:55]([F:60])([F:59])[C:56]([OH:58])=[O:57].[NH2:1][C:2]([CH3:53])([CH3:52])[CH2:3][CH2:4][CH2:5][O:6][C:7]1[CH:8]=[C:9]2[C:13](=[CH:14][CH:15]=1)[N:12]([CH3:16])[N:11]=[C:10]2[C:17]1[N:22]=[C:21]2[C:23]([C:45]([NH:47][C:48]([CH3:51])([CH3:50])[CH3:49])=[O:46])=[CH:24][NH:25][C:20]2=[N:19][CH:18]=1. The catalyst class is: 4. (2) Reactant: C(N(C(C)C)CC)(C)C.[Br:10][C:11]1[CH:12]=[C:13]2[C:18](=[CH:19][CH:20]=1)[N:17]=[C:16]([O:21][CH3:22])[C:15]([CH2:23]Br)=[C:14]2[Cl:25].Cl.[F:27][C:28]([F:36])([F:35])[CH:29]1[CH2:34][CH2:33][NH:32][CH2:31][CH2:30]1. Product: [Br:10][C:11]1[CH:12]=[C:13]2[C:18](=[CH:19][CH:20]=1)[N:17]=[C:16]([O:21][CH3:22])[C:15]([CH2:23][N:32]1[CH2:33][CH2:34][CH:29]([C:28]([F:36])([F:35])[F:27])[CH2:30][CH2:31]1)=[C:14]2[Cl:25]. The catalyst class is: 2.